This data is from Forward reaction prediction with 1.9M reactions from USPTO patents (1976-2016). The task is: Predict the product of the given reaction. (1) Given the reactants [F:1][C:2]1[C:11]([C:12](=[CH2:17])[C:13]([O:15][CH3:16])=[O:14])=[C:10]2[C:5]([CH:6]=[CH:7][C:8]([O:18][CH3:19])=[N:9]2)=[CH:4][CH:3]=1.[N:20]1([C:26]([O:28][C:29]([CH3:32])([CH3:31])[CH3:30])=[O:27])[CH2:25][CH2:24][NH:23][CH2:22][CH2:21]1.CN(C)C(=N)N(C)C, predict the reaction product. The product is: [F:1][C:2]1[C:11]([CH:12]([C:13]([O:15][CH3:16])=[O:14])[CH2:17][N:23]2[CH2:22][CH2:21][N:20]([C:26]([O:28][C:29]([CH3:32])([CH3:31])[CH3:30])=[O:27])[CH2:25][CH2:24]2)=[C:10]2[C:5]([CH:6]=[CH:7][C:8]([O:18][CH3:19])=[N:9]2)=[CH:4][CH:3]=1. (2) Given the reactants [Br:1][C:2]1[CH:3]=[CH:4][CH:5]=[C:6]2[C:11]=1[N:10]=[C:9]([CH2:12][NH:13][CH3:14])[CH:8]=[CH:7]2.[CH3:27][C:26]([O:25][C:23](O[C:23]([O:25][C:26]([CH3:29])([CH3:28])[CH3:27])=[O:24])=[O:24])([CH3:29])[CH3:28].C(N(CC)CC)C, predict the reaction product. The product is: [C:26]([O:25][C:23](=[O:24])[N:13]([CH2:12][C:9]1[CH:8]=[CH:7][C:6]2[C:11](=[C:2]([Br:1])[CH:3]=[CH:4][CH:5]=2)[N:10]=1)[CH3:14])([CH3:27])([CH3:28])[CH3:29]. (3) Given the reactants [C:1]([NH:8]C1C=CC(C(F)(F)F)=CC=1C(O)=O)([O:3][C:4]([CH3:7])([CH3:6])[CH3:5])=[O:2].C([O-])([O-])=O.[K+].[K+].Cl[C:29]1[CH:36]=[CH:35][C:32]([CH2:33]Br)=[CH:31][CH:30]=1, predict the reaction product. The product is: [C:1]([NH:8][CH2:33][C:32]1[CH:35]=[CH:36][CH:29]=[CH:30][CH:31]=1)([O:3][C:4]([CH3:7])([CH3:6])[CH3:5])=[O:2].